From a dataset of Forward reaction prediction with 1.9M reactions from USPTO patents (1976-2016). Predict the product of the given reaction. (1) Given the reactants [Cl:1][C:2]1[S:6][C:5]([C:7]([NH:9][CH2:10][C@@H:11]2[O:15][C:14](=[O:16])[N:13]([C:17]3[CH:22]=[CH:21][C:20]([N:23]4[CH2:28][CH2:27][O:26][CH2:25][C:24]4=[O:29])=[CH:19][C:18]=3[F:30])[CH2:12]2)=[O:8])=[CH:4][CH:3]=1.[H-].[Na+].[Cl:33][CH2:34][CH2:35][CH2:36][C:37](Cl)=[O:38].[Cl-].[NH4+].Cl, predict the reaction product. The product is: [Cl:1][C:2]1[S:6][C:5]([C:7]([N:9]([C:37](=[O:38])[CH2:36][CH2:35][CH2:34][Cl:33])[CH2:10][C@@H:11]2[O:15][C:14](=[O:16])[N:13]([C:17]3[CH:22]=[CH:21][C:20]([N:23]4[CH2:28][CH2:27][O:26][CH2:25][C:24]4=[O:29])=[CH:19][C:18]=3[F:30])[CH2:12]2)=[O:8])=[CH:4][CH:3]=1. (2) The product is: [CH3:10][O:11][C:12]([C:14]1[CH:15]=[C:16]([CH3:38])[C:17]2[O:23][C:22]3[C:24]([Cl:34])=[CH:25][C:26]([N:28]4[CH2:29][CH2:30][N:31]([CH2:9][C:1]5[CH:6]=[CH:5][CH:4]=[CH:3][C:2]=5[CH3:7])[CH2:32][CH2:33]4)=[CH:27][C:21]=3[CH2:20][S:19](=[O:35])(=[O:36])[C:18]=2[CH:37]=1)=[O:13]. Given the reactants [C:1]1([CH3:9])[C:2]([CH:7]=O)=[CH:3][CH:4]=[CH:5][CH:6]=1.[CH3:10][O:11][C:12]([C:14]1[CH:15]=[C:16]([CH3:38])[C:17]2[O:23][C:22]3[C:24]([Cl:34])=[CH:25][C:26]([N:28]4[CH2:33][CH2:32][NH:31][CH2:30][CH2:29]4)=[CH:27][C:21]=3[CH2:20][S:19](=[O:36])(=[O:35])[C:18]=2[CH:37]=1)=[O:13].C([BH3-])#N.[Na+].O, predict the reaction product. (3) The product is: [C:3]1([S:9]([C:12]2[CH:19]=[CH:18][CH:17]=[CH:16][C:13]=2[CH2:14][OH:15])(=[O:11])=[O:10])[CH:4]=[CH:5][CH:6]=[CH:7][CH:8]=1. Given the reactants [BH4-].[Na+].[C:3]1([S:9]([C:12]2[CH:19]=[CH:18][CH:17]=[CH:16][C:13]=2[CH:14]=[O:15])(=[O:11])=[O:10])[CH:8]=[CH:7][CH:6]=[CH:5][CH:4]=1, predict the reaction product.